From a dataset of Catalyst prediction with 721,799 reactions and 888 catalyst types from USPTO. Predict which catalyst facilitates the given reaction. (1) Reactant: [CH3:1][S:2]([C:4]1[CH:9]=[CH:8][C:7]([C:10]2[N:11]=[C:12]([NH:15][C:16](=[O:18])[CH3:17])[S:13][CH:14]=2)=[CH:6][CH:5]=1)=O.[C:19]([O-:22])(=[O:21])[CH3:20].[Na+].C(OC(=O)C)(=O)C. Product: [C:19]([O:22][CH2:1][S:2][C:4]1[CH:9]=[CH:8][C:7]([C:10]2[N:11]=[C:12]([NH:15][C:16](=[O:18])[CH3:17])[S:13][CH:14]=2)=[CH:6][CH:5]=1)(=[O:21])[CH3:20]. The catalyst class is: 25. (2) Reactant: [CH3:1][C:2]([CH3:46])([CH3:45])[C:3]([C:5]1[C:13]2[C:8](=[N:9][CH:10]=[C:11]([C:14]3[CH:15]=[C:16](OS(C(F)(F)C(F)(F)C(F)(F)C(F)(F)F)(=O)=O)[CH:17]=[CH:18][CH:19]=3)[N:12]=2)[N:7](COCC[Si](C)(C)C)[CH:6]=1)=[O:4].[N:47]1[N:48]=[CH:49][N:50]2[CH2:55][CH2:54][NH:53][CH2:52][C:51]=12.[O-]P([O-])([O-])=O.[K+].[K+].[K+]. Product: [N:47]1[N:48]=[CH:49][N:50]2[CH2:55][CH2:54][N:53]([C:16]3[CH:15]=[C:14]([C:11]4[N:12]=[C:13]5[C:5]([C:3](=[O:4])[C:2]([CH3:45])([CH3:1])[CH3:46])=[CH:6][NH:7][C:8]5=[N:9][CH:10]=4)[CH:19]=[CH:18][CH:17]=3)[CH2:52][C:51]=12. The catalyst class is: 101. (3) Reactant: C(N(CC)CC)C.[CH:8]([C:10]1[NH:11][C:12]2[C:17]([CH:18]=1)=[CH:16][CH:15]=[CH:14][CH:13]=2)=[CH2:9].[CH3:19][C:20]([O:23][C:24](O[C:24]([O:23][C:20]([CH3:22])([CH3:21])[CH3:19])=[O:25])=[O:25])([CH3:22])[CH3:21]. Product: [CH:8]([C:10]1[N:11]([C:24]([O:23][C:20]([CH3:22])([CH3:21])[CH3:19])=[O:25])[C:12]2[C:17]([CH:18]=1)=[CH:16][CH:15]=[CH:14][CH:13]=2)=[CH2:9]. The catalyst class is: 143.